Dataset: Forward reaction prediction with 1.9M reactions from USPTO patents (1976-2016). Task: Predict the product of the given reaction. (1) Given the reactants [NH:1]1[CH2:5][CH2:4][C@H:3]([N:6]([CH2:15][C:16]2[CH:21]=[CH:20][CH:19]=[CH:18][C:17]=2[C:22]([F:25])([F:24])[F:23])[C:7]2[CH:14]=[CH:13][C:10]([C:11]#[N:12])=[CH:9][CH:8]=2)[CH2:2]1.Br[CH2:27][C:28]1[CH:29]=[N:30][CH:31]=[CH:32][CH:33]=1, predict the reaction product. The product is: [N:30]1[CH:31]=[CH:32][CH:33]=[C:28]([CH2:27][N:1]2[CH2:5][CH2:4][C@H:3]([N:6]([CH2:15][C:16]3[CH:21]=[CH:20][CH:19]=[CH:18][C:17]=3[C:22]([F:24])([F:23])[F:25])[C:7]3[CH:8]=[CH:9][C:10]([C:11]#[N:12])=[CH:13][CH:14]=3)[CH2:2]2)[CH:29]=1. (2) Given the reactants O[CH2:2][CH2:3][CH2:4][CH2:5][CH2:6][N:7]([CH:16]([CH3:18])[CH3:17])[C:8](=[O:15])[CH2:9][CH2:10][CH2:11][CH2:12][CH2:13][CH3:14].[Br-:19], predict the reaction product. The product is: [Br:19][CH2:2][CH2:3][CH2:4][CH2:5][CH2:6][N:7]([CH:16]([CH3:18])[CH3:17])[C:8](=[O:15])[CH2:9][CH2:10][CH2:11][CH2:12][CH2:13][CH3:14]. (3) Given the reactants [OH:1][CH2:2][C:3]1([C:15](=O)[NH:16][CH2:17][C:18](=[O:24])[N:19]2[CH2:23][CH2:22][CH2:21][CH2:20]2)[CH2:7][CH2:6][CH2:5][N:4]1[C:8]([O:10][C:11]([CH3:14])([CH3:13])[CH3:12])=[O:9].CC(OC(/N=N/C(OC(C)C)=O)=O)C, predict the reaction product. The product is: [O:1]=[C:2]1[C:3]2([CH2:7][CH2:6][CH2:5][N:4]2[C:8]([O:10][C:11]([CH3:13])([CH3:12])[CH3:14])=[O:9])[CH2:15][N:16]1[CH2:17][C:18](=[O:24])[N:19]1[CH2:20][CH2:21][CH2:22][CH2:23]1. (4) Given the reactants C([O:3][C:4]([C:6]1([C:9]2[CH:14]=[CH:13][C:12]([C:15]3[CH:20]=[CH:19][C:18]([C:21]4[C:26]([CH:27]([OH:37])[CH2:28][CH2:29][CH2:30][C:31]5[CH:36]=[CH:35][CH:34]=[CH:33][CH:32]=5)=[CH:25][CH:24]=[CH:23][N:22]=4)=[CH:17][CH:16]=3)=[CH:11][CH:10]=2)[CH2:8][CH2:7]1)=[O:5])C.[OH-].[Na+], predict the reaction product. The product is: [OH:37][CH:27]([C:26]1[C:21]([C:18]2[CH:19]=[CH:20][C:15]([C:12]3[CH:11]=[CH:10][C:9]([C:6]4([C:4]([OH:5])=[O:3])[CH2:8][CH2:7]4)=[CH:14][CH:13]=3)=[CH:16][CH:17]=2)=[N:22][CH:23]=[CH:24][CH:25]=1)[CH2:28][CH2:29][CH2:30][C:31]1[CH:32]=[CH:33][CH:34]=[CH:35][CH:36]=1. (5) Given the reactants [Br:1][C:2]1[CH:7]=[C:6]([NH:8][C:9]([CH3:20])([CH3:19])[CH2:10][O:11][Si:12]([C:15]([CH3:18])([CH3:17])[CH3:16])([CH3:14])[CH3:13])[C:5]([N+:21]([O-])=O)=[CH:4][N:3]=1, predict the reaction product. The product is: [Br:1][C:2]1[N:3]=[CH:4][C:5]([NH2:21])=[C:6]([NH:8][C:9]([CH3:20])([CH3:19])[CH2:10][O:11][Si:12]([C:15]([CH3:18])([CH3:17])[CH3:16])([CH3:13])[CH3:14])[CH:7]=1. (6) Given the reactants COC[O:4][C:5]1[CH:10]=[CH:9][C:8]([CH:11]=[CH:12][C:13](=[O:28])[CH:14]=[CH:15][C:16]2[CH:21]=[CH:20][C:19]([O:22]COC)=[C:18]([O:26][CH3:27])[CH:17]=2)=[CH:7][C:6]=1[O:29][CH3:30], predict the reaction product. The product is: [OH:22][C:19]1[CH:20]=[CH:21][C:16]([CH:15]=[CH:14][C:13](=[O:28])[CH:12]=[CH:11][C:8]2[CH:9]=[CH:10][C:5]([OH:4])=[C:6]([O:29][CH3:30])[CH:7]=2)=[CH:17][C:18]=1[O:26][CH3:27]. (7) The product is: [CH2:31]([O:33][CH:34]([O:38][CH2:39][CH3:40])[CH2:35][CH2:36][NH:37][C:5](=[O:7])[C:4]([CH2:3][O:2][CH3:1])([CH3:8])[CH2:9][O:10][CH3:11])[CH3:32]. Given the reactants [CH3:1][O:2][CH2:3][C:4]([CH2:9][O:10][CH3:11])([CH3:8])[C:5]([OH:7])=O.CCN(C(C)C)C(C)C.C1C=CC2N(O)N=NC=2C=1.[CH2:31]([O:33][CH:34]([O:38][CH2:39][CH3:40])[CH2:35][CH2:36][NH2:37])[CH3:32], predict the reaction product.